This data is from Reaction yield outcomes from USPTO patents with 853,638 reactions. The task is: Predict the reaction yield, written as a fraction of the theoretical maximum amount of product (1.0 means a 100% yield; for example, 0.34 means a 34% yield). (1) The reactants are [Cl:1][C:2]1[CH:15]=[CH:14][C:5]([CH2:6][S:7]([CH2:10][C:11](O)=O)(=[O:9])=[O:8])=[CH:4][CH:3]=1.[F:16][C:17]1[CH:24]=[CH:23][C:20](C=O)=[CH:19][CH:18]=1. No catalyst specified. The product is [Cl:1][C:2]1[CH:15]=[CH:14][C:5]([CH2:6][S:7](/[CH:10]=[CH:11]/[C:20]2[CH:23]=[CH:24][C:17]([F:16])=[CH:18][CH:19]=2)(=[O:9])=[O:8])=[CH:4][CH:3]=1. The yield is 0.720. (2) The reactants are ClC1C=CC(C2C=CC=CC=2)=CC=1.C(=O)([O-])[O-:15].[Cs+].[Cs+].[CH:20]1([P:26]([CH:43]2[CH2:48][CH2:47][CH2:46][CH2:45][CH2:44]2)[C:27]2[CH:32]=[CH:31][CH:30]=[CH:29][C:28]=2[C:33]2[C:38]([O:39][CH3:40])=[CH:37][CH:36]=[CH:35][C:34]=2[O:41][CH3:42])[CH2:25][CH2:24][CH2:23][CH2:22][CH2:21]1.O.NN. The catalyst is C([O-])(=O)C.[Pd+2].C([O-])(=O)C.C(OCC)(=O)C.O.CO.O1CCOCC1. The product is [CH:43]1([P:26]([CH:20]2[CH2:25][CH2:24][CH2:23][CH2:22][CH2:21]2)([C:27]2[CH:32]=[CH:31][CH:30]=[CH:29][C:28]=2[C:33]2[C:38]([O:39][CH3:40])=[CH:37][CH:36]=[CH:35][C:34]=2[O:41][CH3:42])=[O:15])[CH2:44][CH2:45][CH2:46][CH2:47][CH2:48]1. The yield is 0.530. (3) The reactants are [OH:1][C:2]1[CH:3]=[C:4]([CH:7]=[CH:8][CH:9]=1)[CH2:5]O.C1C=CC(P(C2C=CC=CC=2)C2C=CC=CC=2)=CC=1.C(Br)(Br)(Br)[Br:30]. The catalyst is C(Cl)Cl. The product is [Br:30][CH2:5][C:4]1[CH:3]=[C:2]([OH:1])[CH:9]=[CH:8][CH:7]=1. The yield is 0.820. (4) The reactants are C([O:3][C:4](=[O:32])[CH2:5][CH:6]([N:10]1[C:18]2[C:13](=[CH:14][C:15]([CH2:19][CH2:20][CH2:21][C:22]3[CH:31]=[CH:30][C:29]4[CH2:28][CH2:27][CH2:26][NH:25][C:24]=4[N:23]=3)=[CH:16][CH:17]=2)[CH:12]=[CH:11]1)[CH2:7][CH2:8][CH3:9])C.[OH-].[Na+].Cl. The catalyst is C1COCC1.O. The product is [N:23]1[C:24]2[NH:25][CH2:26][CH2:27][CH2:28][C:29]=2[CH:30]=[CH:31][C:22]=1[CH2:21][CH2:20][CH2:19][C:15]1[CH:14]=[C:13]2[C:18](=[CH:17][CH:16]=1)[N:10]([CH:6]([CH2:7][CH2:8][CH3:9])[CH2:5][C:4]([OH:32])=[O:3])[CH:11]=[CH:12]2. The yield is 0.650. (5) The reactants are [O:1]1[CH:5]=[CH:4][C:3]([C:6]([OH:8])=O)=[CH:2]1.O1C=CC(C([NH:16][C:17]2[CH:18]=[CH:19][C:20]([CH3:33])=[C:21]([C:23]3[CH:28]=[CH:27][C:26]([C:29]([O:31][CH3:32])=[O:30])=[CH:25][CH:24]=3)[CH:22]=2)=O)=C1.CN(C(ON1N=NC2C=CC=NC1=2)=[N+](C)C)C.F[P-](F)(F)(F)(F)F.CN(C(ON1N=NC2C=CC=CC1=2)=[N+](C)C)C.F[P-](F)(F)(F)(F)F.NC1C=CC(C)=C(C2C=CC(C(OC)=O)=CC=2)C=1.CCN(C(C)C)C(C)C. The catalyst is CN(C=O)C. The product is [O:1]1[CH:5]=[CH:4][C:3]([C:6]([NH:16][C:17]2[CH:18]=[CH:19][C:20]([CH3:33])=[C:21]([C:23]3[CH:28]=[CH:27][C:26]([C:29]([O:31][CH3:32])=[O:30])=[CH:25][CH:24]=3)[CH:22]=2)=[O:8])=[CH:2]1. The yield is 0.580. (6) The reactants are [F:1][C:2]([F:26])([F:25])[O:3][C:4]1[CH:9]=[CH:8][C:7]([N:10]2[CH:14]=[N:13][C:12]([C:15]3[CH:20]=[CH:19][C:18]([NH:21][C:22](=[O:24])[CH3:23])=[CH:17][CH:16]=3)=[N:11]2)=[CH:6][CH:5]=1.C([Li])CCC.[N:32]([C:35]1[CH:40]=[CH:39][CH:38]=[C:37]([CH3:41])[CH:36]=1)=[C:33]=[S:34]. The catalyst is O1CCCC1. The product is [C:37]1([CH3:41])[CH:38]=[CH:39][CH:40]=[C:35]([NH:32][C:33]([N:21]([C:18]2[CH:19]=[CH:20][C:15]([C:12]3[N:13]=[CH:14][N:10]([C:7]4[CH:6]=[CH:5][C:4]([O:3][C:2]([F:1])([F:25])[F:26])=[CH:9][CH:8]=4)[N:11]=3)=[CH:16][CH:17]=2)[C:22](=[O:24])[CH3:23])=[S:34])[CH:36]=1. The yield is 0.550. (7) The reactants are Br[C:2]1[C:7]([F:8])=[CH:6][C:5]([N:9]2[C:18]3[C:13](=[CH:14][C:15]([S:19]([NH:22][C:23]4[CH:27]=[CH:26][O:25][N:24]=4)(=[O:21])=[O:20])=[CH:16][CH:17]=3)[N:12]=[CH:11][C:10]2=[O:28])=[C:4]([O:29][CH3:30])[CH:3]=1.[F:31][C:32]1[CH:37]=[CH:36][C:35](B(O)O)=[CH:34][CH:33]=1.P([O-])([O-])([O-])=O.[K+].[K+].[K+]. The catalyst is C(C1C(C(C)(C)C)=C([Pd]Cl)C=CC=1NC)(C)(C)C. The product is [F:8][C:7]1[CH:6]=[C:5]([N:9]2[C:18]3[C:13](=[CH:14][C:15]([S:19]([NH:22][C:23]4[CH:27]=[CH:26][O:25][N:24]=4)(=[O:21])=[O:20])=[CH:16][CH:17]=3)[N:12]=[CH:11][C:10]2=[O:28])[C:4]([O:29][CH3:30])=[CH:3][C:2]=1[C:35]1[CH:36]=[CH:37][C:32]([F:31])=[CH:33][CH:34]=1. The yield is 0.820. (8) The yield is 0.860. The reactants are C(=O)([O-])[O-].[K+].[K+].[CH3:7][O:8][C:9]1[CH:17]=[CH:16][C:12]([C:13](Cl)=[O:14])=[CH:11][CH:10]=1.[CH3:18][O:19][C:20](=[O:23])[CH2:21][NH2:22].O. The product is [CH3:7][O:8][C:9]1[CH:17]=[CH:16][C:12]([C:13]([NH:22][CH2:21][C:20]([O:19][CH3:18])=[O:23])=[O:14])=[CH:11][CH:10]=1. The catalyst is C1COCC1. (9) The reactants are [NH2:1][C:2]1[CH:7]=[CH:6][CH:5]=[CH:4][C:3]=1[C:8]1[NH:12][C:11]([CH3:13])=[C:10]([C:14]([NH2:16])=[O:15])[CH:9]=1.[C:17]1(B(O)O)[CH:22]=[CH:21][CH:20]=[CH:19][CH:18]=1.C1(C)C=CC=CC=1.N1C(C)=CC=CC=1C. The catalyst is C(OCC)(=O)C.C([O-])(=O)C.[Cu+2].C([O-])(=O)C.C(O)(=O)CCCCCCCCCCCCC. The product is [CH3:13][C:11]1[NH:12][C:8]([C:3]2[CH:4]=[CH:5][CH:6]=[CH:7][C:2]=2[NH:1][C:17]2[CH:22]=[CH:21][CH:20]=[CH:19][CH:18]=2)=[CH:9][C:10]=1[C:14]([NH2:16])=[O:15]. The yield is 0.570. (10) The reactants are N1C2C=CC=CC=2N[CH:2]=1.[NH2:10][C:11]1[CH:16]=[CH:15][C:14]([Cl:17])=[CH:13][C:12]=1[NH:18][C:19]1[N:27]=[C:26]2[C:22]([NH:23][C:24](=[O:34])[N:25]2[CH:28]2[CH2:33][CH2:32][O:31][CH2:30][CH2:29]2)=[C:21]([Cl:35])[N:20]=1. No catalyst specified. The product is [Cl:35][C:21]1[N:20]=[C:19]([N:18]2[C:12]3[CH:13]=[C:14]([Cl:17])[CH:15]=[CH:16][C:11]=3[N:10]=[CH:2]2)[N:27]=[C:26]2[C:22]=1[NH:23][C:24](=[O:34])[N:25]2[CH:28]1[CH2:29][CH2:30][O:31][CH2:32][CH2:33]1. The yield is 0.460.